Dataset: CYP2C9 inhibition data for predicting drug metabolism from PubChem BioAssay. Task: Regression/Classification. Given a drug SMILES string, predict its absorption, distribution, metabolism, or excretion properties. Task type varies by dataset: regression for continuous measurements (e.g., permeability, clearance, half-life) or binary classification for categorical outcomes (e.g., BBB penetration, CYP inhibition). Dataset: cyp2c9_veith. (1) The molecule is CC(C)N1CCN(c2ccncc2S(=O)(=O)N2CCCCC2)CC1. The result is 0 (non-inhibitor). (2) The compound is C=C(CC)C(=O)c1ccc(OCC(=O)O)c(Cl)c1Cl. The result is 1 (inhibitor). (3) The drug is CC1(C)Cc2c(sc3c2C(=O)N(c2ccccc2)C2=NCCN23)CS1.Cl. The result is 0 (non-inhibitor). (4) The molecule is CN1C[C@H](c2ccccc2)C(O)([C@]2(c3ccccc3)CN(C)C[C@@H](c3ccccc3)C2=O)[C@H](c2ccccc2)C1. The result is 0 (non-inhibitor). (5) The drug is CCCOc1ccc(-c2nc(C#N)c(NCCCn3ccnc3)o2)cc1. The result is 1 (inhibitor). (6) The molecule is O=C(N/N=C/c1cccc(OCc2ccccc2)c1)c1cccs1. The result is 1 (inhibitor).